Predict the product of the given reaction. From a dataset of Forward reaction prediction with 1.9M reactions from USPTO patents (1976-2016). (1) Given the reactants [C:1]([O:4][CH:5]1[CH:10]=[CH:9][O:8][C:7]([C:15]2[CH:20]=[CH:19][N:18]=[CH:17][C:16]=2[N+:21]([O-])=O)([C:11]([F:14])([F:13])[F:12])[CH2:6]1)(=[O:3])[CH3:2], predict the reaction product. The product is: [C:1]([O:4][CH:5]1[CH:10]=[CH:9][O:8][C:7]([C:15]2[CH:20]=[CH:19][N:18]=[CH:17][C:16]=2[NH2:21])([C:11]([F:13])([F:12])[F:14])[CH2:6]1)(=[O:3])[CH3:2]. (2) Given the reactants [C:1]([O:5][C:6](=[O:42])[N:7]([C@H:9]([C:11](=[O:41])[NH:12][C@@H:13]1[C:19](=[O:20])[N:18]([CH2:21][C:22]2[C:31]3[C:26](=[CH:27][C:28]([C:32](=S)[NH2:33])=[CH:29][CH:30]=3)[CH:25]=[CH:24][C:23]=2[O:35][CH3:36])[C:17]2[CH:37]=[CH:38][CH:39]=[CH:40][C:16]=2[CH2:15][CH2:14]1)[CH3:10])[CH3:8])([CH3:4])([CH3:3])[CH3:2].[NH2:43][OH:44].Cl.CN(C=O)C, predict the reaction product. The product is: [C:1]([O:5][C:6](=[O:42])[N:7]([C@H:9]([C:11](=[O:41])[NH:12][C@@H:13]1[C:19](=[O:20])[N:18]([CH2:21][C:22]2[C:31]3[C:26](=[CH:27][C:28]([C:32](=[NH:33])[NH:43][OH:44])=[CH:29][CH:30]=3)[CH:25]=[CH:24][C:23]=2[O:35][CH3:36])[C:17]2[CH:37]=[CH:38][CH:39]=[CH:40][C:16]=2[CH2:15][CH2:14]1)[CH3:10])[CH3:8])([CH3:2])([CH3:3])[CH3:4]. (3) Given the reactants [C:1]1([O:7][CH2:8][C:9]2[CH:14]=[CH:13][CH:12]=[CH:11][CH:10]=2)[CH:6]=[CH:5][CH:4]=[CH:3][CH:2]=1.[S:15](Cl)([Cl:18])(=[O:17])=[O:16], predict the reaction product. The product is: [CH2:8]([O:7][C:1]1[CH:2]=[CH:3][C:4]([S:15]([Cl:18])(=[O:17])=[O:16])=[CH:5][CH:6]=1)[C:9]1[CH:10]=[CH:11][CH:12]=[CH:13][CH:14]=1. (4) Given the reactants FC1C=C(C2N=C(SC)N=C(N3CCOC[C@@H]3C)C=2)C=NC=1.Cl[C:24]1[N:29]=[C:28]([N:30]2[CH2:35][CH2:34][O:33][CH2:32][C@@H:31]2[CH3:36])[CH:27]=[C:26]([C:37]2[CH:42]=[C:41]([F:43])[CH:40]=[CH:39][C:38]=2[S:44]([CH3:47])(=[O:46])=[O:45])[N:25]=1.[CH:48]1([NH:51][C:52]([NH:54][C:55]2[CH:60]=[CH:59][C:58](B3OC(C)(C)C(C)(C)O3)=[C:57]([F:70])[CH:56]=2)=[O:53])[CH2:50][CH2:49]1, predict the reaction product. The product is: [CH:48]1([NH:51][C:52]([NH:54][C:55]2[CH:60]=[CH:59][C:58]([C:24]3[N:25]=[C:26]([C:37]4[CH:42]=[C:41]([F:43])[CH:40]=[CH:39][C:38]=4[S:44]([CH3:47])(=[O:46])=[O:45])[CH:27]=[C:28]([N:30]4[CH2:35][CH2:34][O:33][CH2:32][C@@H:31]4[CH3:36])[N:29]=3)=[C:57]([F:70])[CH:56]=2)=[O:53])[CH2:50][CH2:49]1.